This data is from Forward reaction prediction with 1.9M reactions from USPTO patents (1976-2016). The task is: Predict the product of the given reaction. (1) Given the reactants [Cl:1][C:2]1[CH:26]=[CH:25][C:5]([CH2:6][NH:7][C:8]([C:10]2[C:19](=[O:20])[C:18]3[C:13](=[C:14]([I:23])[CH:15]=[C:16]([CH2:21]Cl)[CH:17]=3)[N:12]([CH3:24])[CH:11]=2)=[O:9])=[CH:4][CH:3]=1.C(N(CC)C(C)C)(C)C.[NH:36]1[CH2:41][CH2:40][O:39][CH2:38][CH2:37]1.O, predict the reaction product. The product is: [Cl:1][C:2]1[CH:3]=[CH:4][C:5]([CH2:6][NH:7][C:8]([C:10]2[C:19](=[O:20])[C:18]3[C:13](=[C:14]([I:23])[CH:15]=[C:16]([CH2:21][N:36]4[CH2:41][CH2:40][O:39][CH2:38][CH2:37]4)[CH:17]=3)[N:12]([CH3:24])[CH:11]=2)=[O:9])=[CH:25][CH:26]=1. (2) Given the reactants [C:1]([C:3]1[C:8]([C:9]2[CH:10]=[C:11]3[C:16](=[N:17][CH:18]=2)[N:15]([C:19]([NH2:21])=[O:20])[CH2:14][CH2:13][CH2:12]3)=[CH:7][N:6]=[CH:5][C:4]=1[CH:22]1[CH2:27][CH2:26][NH:25][CH2:24][CH2:23]1)#[N:2].[C:28](O)(=[O:30])[CH3:29].C(N(CC)CC)C.CN(C(ON1N=NC2C=CC=CC1=2)=[N+](C)C)C.[B-](F)(F)(F)F, predict the reaction product. The product is: [C:28]([N:25]1[CH2:26][CH2:27][CH:22]([C:4]2[CH:5]=[N:6][CH:7]=[C:8]([C:9]3[CH:10]=[C:11]4[C:16](=[N:17][CH:18]=3)[N:15]([C:19]([NH2:21])=[O:20])[CH2:14][CH2:13][CH2:12]4)[C:3]=2[C:1]#[N:2])[CH2:23][CH2:24]1)(=[O:30])[CH3:29]. (3) The product is: [NH:30]1[C:26]2=[N:27][CH:28]=[CH:29][C:24]([NH:1][C@H:2]([C:5]3[N:14]([C:15]4[CH:16]=[CH:17][CH:18]=[CH:19][CH:20]=4)[C:13](=[O:21])[C:12]4[C:7](=[CH:8][CH:9]=[CH:10][C:11]=4[F:22])[N:6]=3)[CH2:3][CH3:4])=[C:25]2[CH:32]=[CH:31]1. Given the reactants [NH2:1][C@H:2]([C:5]1[N:14]([C:15]2[CH:20]=[CH:19][CH:18]=[CH:17][CH:16]=2)[C:13](=[O:21])[C:12]2[C:7](=[CH:8][CH:9]=[CH:10][C:11]=2[F:22])[N:6]=1)[CH2:3][CH3:4].Cl[C:24]1[CH:29]=[CH:28][N:27]=[C:26]2[NH:30][CH:31]=[CH:32][C:25]=12.C(N(C(C)C)CC)(C)C, predict the reaction product. (4) Given the reactants [NH2:1]N.C1COCC1.C[N:9](C)/[CH:10]=[C:11](\[C:22]1[CH:27]=[CH:26][N:25]=[CH:24][CH:23]=1)/[C:12]([C:14]1[CH:15]=[C:16]([CH:19]=[CH:20][CH:21]=1)[C:17]#[N:18])=O, predict the reaction product. The product is: [N:25]1[CH:26]=[CH:27][C:22]([C:11]2[C:12]([C:14]3[CH:15]=[C:16]([CH:19]=[CH:20][CH:21]=3)[C:17]#[N:18])=[N:1][NH:9][CH:10]=2)=[CH:23][CH:24]=1. (5) Given the reactants CC(C)([O-])C.[K+].[C:7]([CH:9]=[C:10]([NH:12][CH:13]([C:19]([O:21][CH2:22][CH3:23])=[O:20])C(OCC)=O)[CH3:11])#[N:8].Cl.C(=O)([O-])O.[Na+], predict the reaction product. The product is: [NH2:8][C:7]1[CH:9]=[C:10]([CH3:11])[NH:12][C:13]=1[C:19]([O:21][CH2:22][CH3:23])=[O:20].